From a dataset of Full USPTO retrosynthesis dataset with 1.9M reactions from patents (1976-2016). Predict the reactants needed to synthesize the given product. (1) The reactants are: Cl[C:2]1[C:7]([CH:8]([C:16]2[CH:21]=[CH:20][CH:19]=[CH:18][CH:17]=2)[C:9]([CH3:15])([CH3:14])[C:10]([O:12]C)=[O:11])=[CH:6][N:5]=[C:4]2[N:22]([C:25]3[CH:30]=[CH:29][CH:28]=[CH:27][CH:26]=3)[N:23]=[CH:24][C:3]=12.C(N(C(C)C)CC)(C)C.C(O)C.O.[OH-].[Li+]. Given the product [CH3:14][C:9]([CH3:15])([CH:8]([C:16]1[CH:21]=[CH:20][CH:19]=[CH:18][CH:17]=1)[C:7]1[CH:2]=[C:3]2[CH:24]=[N:23][N:22]([C:25]3[CH:26]=[CH:27][CH:28]=[CH:29][CH:30]=3)[C:4]2=[N:5][CH:6]=1)[C:10]([OH:12])=[O:11], predict the reactants needed to synthesize it. (2) The reactants are: [CH:1]([C:3]1[CH:8]=[CH:7][C:6](OB(O)O)=[CH:5][CH:4]=1)=[O:2].C(=O)([O-])[O-].[Na+].[Na+].C(O)C.Br[C:23]1[CH:24]=[N:25][CH:26]=[CH:27][CH:28]=1. Given the product [N:25]1[CH:26]=[CH:27][CH:28]=[C:23]([C:6]2[CH:7]=[CH:8][C:3]([CH:1]=[O:2])=[CH:4][CH:5]=2)[CH:24]=1, predict the reactants needed to synthesize it.